This data is from Forward reaction prediction with 1.9M reactions from USPTO patents (1976-2016). The task is: Predict the product of the given reaction. (1) Given the reactants [Br:1][C:2]1[CH:11]=[CH:10][C:9]([O:12][CH3:13])=[C:8]2[C:3]=1[CH2:4][C@H:5]([CH:21]=[O:22])[N:6]([C:14]([O:16][C:17]([CH3:20])([CH3:19])[CH3:18])=[O:15])[CH2:7]2.[F:23][C:24]1[CH:25]=[C:26]([CH2:31][CH2:32][N+:33]([O-:35])=[O:34])[CH:27]=[C:28]([F:30])[CH:29]=1.[F-].C([N+](CCCC)(CCCC)CCCC)CCC, predict the reaction product. The product is: [Br:1][C:2]1[CH:11]=[CH:10][C:9]([O:12][CH3:13])=[C:8]2[C:3]=1[CH2:4][C@H:5]([C@@H:21]([OH:22])[C@@H:32]([N+:33]([O-:35])=[O:34])[CH2:31][C:26]1[CH:25]=[C:24]([F:23])[CH:29]=[C:28]([F:30])[CH:27]=1)[N:6]([C:14]([O:16][C:17]([CH3:19])([CH3:18])[CH3:20])=[O:15])[CH2:7]2. (2) Given the reactants [CH3:1][O:2][C:3]([C:5]1[C:6](=[O:17])[S:7][C:8]2[C:13]([C:14]=1[OH:15])=[CH:12][CH:11]=[C:10](Br)[CH:9]=2)=[O:4].[F:18][C:19]([F:34])([F:33])[C:20]1[CH:21]=[C:22](B(O)O)[CH:23]=[C:24]([C:26]([F:29])([F:28])[F:27])[CH:25]=1, predict the reaction product. The product is: [CH3:1][O:2][C:3]([C:5]1[C:6](=[O:17])[S:7][C:8]2[C:13]([C:14]=1[OH:15])=[CH:12][CH:11]=[C:10]([C:22]1[CH:23]=[C:24]([C:26]([F:29])([F:27])[F:28])[CH:25]=[C:20]([C:19]([F:18])([F:34])[F:33])[CH:21]=1)[CH:9]=2)=[O:4].